From a dataset of Full USPTO retrosynthesis dataset with 1.9M reactions from patents (1976-2016). Predict the reactants needed to synthesize the given product. (1) Given the product [NH2:1][C:2]1[C:10]2[C:9]([C:11]3[CH:16]=[CH:15][CH:14]=[C:13]([NH:17][C:32]([NH:31][C:28]4[CH:29]=[CH:30][C:25]([CH3:34])=[CH:26][CH:27]=4)=[O:33])[CH:12]=3)=[N:8][C:7]([NH:18][CH:19]3[CH2:20][CH2:21]3)=[N:6][C:5]=2[S:4][C:3]=1[C:22]([NH2:24])=[O:23], predict the reactants needed to synthesize it. The reactants are: [NH2:1][C:2]1[C:10]2[C:9]([C:11]3[CH:16]=[CH:15][CH:14]=[C:13]([NH2:17])[CH:12]=3)=[N:8][C:7]([NH:18][CH:19]3[CH2:21][CH2:20]3)=[N:6][C:5]=2[S:4][C:3]=1[C:22]([NH2:24])=[O:23].[C:25]1([CH3:34])[CH:30]=[CH:29][C:28]([N:31]=[C:32]=[O:33])=[CH:27][CH:26]=1. (2) Given the product [Cl:16][C:17]1[S:20][N:2]=[C:3]([N:4]2[CH2:5][CH2:6][CH:7]([C:10]([O:12][CH2:13][CH3:14])=[O:11])[CH2:8][CH2:9]2)[N:15]=1, predict the reactants needed to synthesize it. The reactants are: Cl.[NH2:2][C:3](=[NH:15])[N:4]1[CH2:9][CH2:8][CH:7]([C:10]([O:12][CH2:13][CH3:14])=[O:11])[CH2:6][CH2:5]1.[Cl:16][C:17]([SH:20])(Cl)Cl.[OH-].[Na+].